This data is from NCI-60 drug combinations with 297,098 pairs across 59 cell lines. The task is: Regression. Given two drug SMILES strings and cell line genomic features, predict the synergy score measuring deviation from expected non-interaction effect. Drug 1: CN(CCCl)CCCl.Cl. Drug 2: CC1=C(C(=O)C2=C(C1=O)N3CC4C(C3(C2COC(=O)N)OC)N4)N. Cell line: SNB-19. Synergy scores: CSS=40.1, Synergy_ZIP=-1.69, Synergy_Bliss=0.600, Synergy_Loewe=-13.6, Synergy_HSA=3.93.